From a dataset of Forward reaction prediction with 1.9M reactions from USPTO patents (1976-2016). Predict the product of the given reaction. (1) The product is: [OH:20][C:3]1[CH:4]=[CH:5][C:6]([CH:7]2[CH2:8][CH2:9][C:11]3[C:16](=[CH:15][C:14]([OH:18])=[CH:13][C:12]=3[OH:19])[O:17]2)=[CH:1][CH:2]=1. Given the reactants [CH:1]1[C:6]([C@H:7]2[O:17][C:16]3[CH:15]=[C:14]([OH:18])[CH:13]=[C:12]([OH:19])[C:11]=3[C:9](=O)[CH2:8]2)=[CH:5][CH:4]=[C:3]([OH:20])[CH:2]=1.O1C2C(=CC=CC=2)CCC1C1C=CC=CC=1, predict the reaction product. (2) Given the reactants [C:1]([O:5][C:6](=[O:36])[NH:7][C:8]1([C:12]2[CH:17]=[CH:16][C:15](C3C(=O)C4C(=CC=C(F)C=4)OC=3C3C=CC=CC=3)=[CH:14][CH:13]=2)[CH2:11][CH2:10][CH2:9]1)([CH3:4])([CH3:3])[CH3:2].[OH:37][CH2:38][CH2:39][N:40]1[CH:45]=[CH:44][C:43]2[C:46](=[O:57])[C:47](I)=[C:48]([C:50]3[CH:55]=[CH:54][CH:53]=[CH:52][CH:51]=3)[O:49][C:42]=2[C:41]1=[O:58], predict the reaction product. The product is: [C:1]([O:5][C:6](=[O:36])[NH:7][C:8]1([C:12]2[CH:13]=[CH:14][C:15]([C:47]3[C:46](=[O:57])[C:43]4[CH:44]=[CH:45][N:40]([CH2:39][CH2:38][OH:37])[C:41](=[O:58])[C:42]=4[O:49][C:48]=3[C:50]3[CH:55]=[CH:54][CH:53]=[CH:52][CH:51]=3)=[CH:16][CH:17]=2)[CH2:9][CH2:10][CH2:11]1)([CH3:4])([CH3:2])[CH3:3]. (3) Given the reactants [Cl:1][C:2]1[C:3]([C:9]2[CH:14]=[CH:13][C:12]([F:15])=[C:11]([NH:16][CH2:17][C:18]3([CH3:24])[CH2:23][CH2:22][O:21][CH2:20][CH2:19]3)[N:10]=2)=[CH:4][C:5](F)=[N:6][CH:7]=1.[OH-].[NH4+:26], predict the reaction product. The product is: [Cl:1][C:2]1[C:3]([C:9]2[CH:14]=[CH:13][C:12]([F:15])=[C:11]([NH:16][CH2:17][C:18]3([CH3:24])[CH2:23][CH2:22][O:21][CH2:20][CH2:19]3)[N:10]=2)=[CH:4][C:5]([NH2:26])=[N:6][CH:7]=1. (4) Given the reactants [CH2:1]([O:8][C@H:9]1[C@H:14]([O:15][CH2:16][C:17]2[CH:22]=[CH:21][CH:20]=[CH:19][CH:18]=2)[C@@H:13]([O:23][CH2:24][C:25]2[CH:30]=[CH:29][CH:28]=[CH:27][CH:26]=2)[C@@:12]([C:33]2[CH:38]=[CH:37][C:36]([Cl:39])=[C:35]([CH2:40][C:41]3[CH:46]=[CH:45][C:44]([O:47][CH2:48][CH3:49])=[C:43]([F:50])[CH:42]=3)[CH:34]=2)([O:31][CH3:32])[O:11][C@@H:10]1[CH:51]=[O:52])[C:2]1[CH:7]=[CH:6][CH:5]=[CH:4][CH:3]=1.[CH2:53]=[O:54].[OH-].[Na+], predict the reaction product. The product is: [CH2:1]([O:8][C@H:9]1[C@H:14]([O:15][CH2:16][C:17]2[CH:22]=[CH:21][CH:20]=[CH:19][CH:18]=2)[C@@H:13]([O:23][CH2:24][C:25]2[CH:30]=[CH:29][CH:28]=[CH:27][CH:26]=2)[C@@:12]([C:33]2[CH:38]=[CH:37][C:36]([Cl:39])=[C:35]([CH2:40][C:41]3[CH:46]=[CH:45][C:44]([O:47][CH2:48][CH3:49])=[C:43]([F:50])[CH:42]=3)[CH:34]=2)([O:31][CH3:32])[O:11][C@:10]1([CH2:53][OH:54])[CH:51]=[O:52])[C:2]1[CH:7]=[CH:6][CH:5]=[CH:4][CH:3]=1. (5) Given the reactants [CH2:1]([C:3]([C:7]1[CH:8]=[CH:9][C:10]2[S:14][C:13]([NH:15][C:16](=[O:18])[CH3:17])=[N:12][C:11]=2[CH:19]=1)(O)[CH2:4][CH3:5])[CH3:2].[NH:20]1[C:28]2[C:23](=[CH:24][CH:25]=[CH:26][C:27]=2[NH:29][S:30]([CH3:33])(=[O:32])=[O:31])[CH:22]=[CH:21]1.C(O)(C(F)(F)F)=O.C([O-])(O)=O.[Na+], predict the reaction product. The product is: [CH2:1]([C:3]([C:7]1[CH:8]=[CH:9][C:10]2[S:14][C:13]([NH:15][C:16](=[O:18])[CH3:17])=[N:12][C:11]=2[CH:19]=1)([C:22]1[C:23]2[C:28](=[C:27]([NH:29][S:30]([CH3:33])(=[O:31])=[O:32])[CH:26]=[CH:25][CH:24]=2)[NH:20][CH:21]=1)[CH2:4][CH3:5])[CH3:2].